Dataset: Full USPTO retrosynthesis dataset with 1.9M reactions from patents (1976-2016). Task: Predict the reactants needed to synthesize the given product. (1) Given the product [CH3:1][O:2][CH2:3][C:4]1[CH:9]=[C:8]([C:10]2[O:14][N:13]=[C:12]([C:15]3[CH:16]=[C:17]([CH:21]=[CH:22][CH:23]=3)[C:18]([NH:36][CH2:35][C:34]([O:33][CH3:32])=[O:37])=[O:19])[N:11]=2)[CH:7]=[CH:6][C:5]=1[C:24]1[CH:29]=[CH:28][CH:27]=[CH:26][C:25]=1[CH3:30], predict the reactants needed to synthesize it. The reactants are: [CH3:1][O:2][CH2:3][C:4]1[CH:9]=[C:8]([C:10]2[O:14][N:13]=[C:12]([C:15]3[CH:16]=[C:17]([CH:21]=[CH:22][CH:23]=3)[C:18](Cl)=[O:19])[N:11]=2)[CH:7]=[CH:6][C:5]=1[C:24]1[CH:29]=[CH:28][CH:27]=[CH:26][C:25]=1[CH3:30].Cl.[CH3:32][O:33][C:34](=[O:37])[CH2:35][NH2:36]. (2) Given the product [CH3:5][C:2](=[CH2:1])[CH2:3][NH:4][C:27](=[O:28])[C:26]1[CH:30]=[CH:31][CH:32]=[CH:33][C:25]=1[NH:24][C:20]1[CH:19]=[C:18]2[C:23]([C:15]([CH:14]=[CH:13][C:9]3[CH:8]=[C:7]([CH3:6])[CH:12]=[CH:11][N:10]=3)=[N:16][N:17]2[CH:34]2[CH2:39][CH2:38][CH2:37][CH2:36][O:35]2)=[CH:22][CH:21]=1, predict the reactants needed to synthesize it. The reactants are: [CH3:1][C:2](=[CH2:5])[CH2:3][NH2:4].[CH3:6][C:7]1[CH:12]=[CH:11][N:10]=[C:9]([CH:13]=[CH:14][C:15]2[C:23]3[C:18](=[CH:19][C:20]([NH:24][C:25]4[CH:33]=[CH:32][CH:31]=[CH:30][C:26]=4[C:27](O)=[O:28])=[CH:21][CH:22]=3)[N:17]([CH:34]3[CH2:39][CH2:38][CH2:37][CH2:36][O:35]3)[N:16]=2)[CH:8]=1.